This data is from Catalyst prediction with 721,799 reactions and 888 catalyst types from USPTO. The task is: Predict which catalyst facilitates the given reaction. Reactant: [Si:1]([CH2:11][CH2:12][CH2:13][NH:14][C:15]([NH:17][CH2:18][CH2:19]Cl)=[O:16])([O:8][CH2:9][CH3:10])([O:5][CH2:6][CH3:7])[O:2][CH2:3][CH3:4].[C:21]([O-])(=[S:23])C.[K+]. Product: [Si:1]([CH2:11][CH2:12][CH2:13][NH:14][C:15]([NH:17][CH2:18][CH2:19][S:23][CH3:21])=[O:16])([O:8][CH2:9][CH3:10])([O:5][CH2:6][CH3:7])[O:2][CH2:3][CH3:4]. The catalyst class is: 8.